Dataset: NCI-60 drug combinations with 297,098 pairs across 59 cell lines. Task: Regression. Given two drug SMILES strings and cell line genomic features, predict the synergy score measuring deviation from expected non-interaction effect. (1) Drug 1: C1CCC(CC1)NC(=O)N(CCCl)N=O. Drug 2: CCC1(CC2CC(C3=C(CCN(C2)C1)C4=CC=CC=C4N3)(C5=C(C=C6C(=C5)C78CCN9C7C(C=CC9)(C(C(C8N6C)(C(=O)OC)O)OC(=O)C)CC)OC)C(=O)OC)O.OS(=O)(=O)O. Cell line: OVCAR-5. Synergy scores: CSS=1.60, Synergy_ZIP=-7.61, Synergy_Bliss=-15.1, Synergy_Loewe=-35.7, Synergy_HSA=-15.6. (2) Drug 1: C1CCC(CC1)NC(=O)N(CCCl)N=O. Drug 2: CCC1(CC2CC(C3=C(CCN(C2)C1)C4=CC=CC=C4N3)(C5=C(C=C6C(=C5)C78CCN9C7C(C=CC9)(C(C(C8N6C=O)(C(=O)OC)O)OC(=O)C)CC)OC)C(=O)OC)O.OS(=O)(=O)O. Cell line: SK-MEL-5. Synergy scores: CSS=31.4, Synergy_ZIP=0.874, Synergy_Bliss=4.86, Synergy_Loewe=-6.09, Synergy_HSA=4.39.